Dataset: Full USPTO retrosynthesis dataset with 1.9M reactions from patents (1976-2016). Task: Predict the reactants needed to synthesize the given product. Given the product [CH3:1][O:2][C:3]([C@@H:5]1[CH2:9][C@@H:8]([S:10]([C:13]2[CH:18]=[CH:17][CH:16]=[CH:15][C:14]=2[Cl:19])(=[O:12])=[O:11])[CH2:7][N:6]1[C:20](=[S:35])[CH2:21][C:22](=[O:24])[CH3:23])=[O:4], predict the reactants needed to synthesize it. The reactants are: [CH3:1][O:2][C:3]([C@@H:5]1[CH2:9][C@@H:8]([S:10]([C:13]2[CH:18]=[CH:17][CH:16]=[CH:15][C:14]=2[Cl:19])(=[O:12])=[O:11])[CH2:7][N:6]1[C:20](=O)[CH2:21][C:22](=[O:24])[CH3:23])=[O:4].COC1C=CC(P2(SP(C3C=CC(OC)=CC=3)(=S)S2)=[S:35])=CC=1.